Dataset: Forward reaction prediction with 1.9M reactions from USPTO patents (1976-2016). Task: Predict the product of the given reaction. (1) The product is: [C:1]([C:5]1[CH:10]=[CH:9][C:8]([CH2:20][CH2:21][CH2:22][CH3:23])=[CH:7][CH:6]=1)([CH3:4])([CH3:3])[CH3:2]. Given the reactants [C:1]([C:5]1[CH:10]=[CH:9][C:8](Br)=[CH:7][CH:6]=1)([CH3:4])([CH3:3])[CH3:2].[O-]P([O-])([O-])=O.[K+].[K+].[K+].[CH2:20](B(O)O)[CH2:21][CH2:22][CH3:23], predict the reaction product. (2) Given the reactants [C:1]([C:3]1[C:8](=[O:9])[N:7]([CH2:10][C:11]2[CH:16]=[CH:15][C:14]([CH3:17])=[CH:13][C:12]=2[CH3:18])[C:6]([C:19]2[CH:24]=[CH:23][C:22]([NH:25][C:26]3[CH:27]=[C:28]4[C:32](=[CH:33][CH:34]=3)[NH:31][C:30]([C:35]([O:37]CC)=[O:36])=[CH:29]4)=[CH:21][CH:20]=2)=[CH:5][C:4]=1[C:40]([F:43])([F:42])[F:41])#[N:2].O.CCOC(C)=O, predict the reaction product. The product is: [C:1]([C:3]1[C:8](=[O:9])[N:7]([CH2:10][C:11]2[CH:16]=[CH:15][C:14]([CH3:17])=[CH:13][C:12]=2[CH3:18])[C:6]([C:19]2[CH:20]=[CH:21][C:22]([NH:25][C:26]3[CH:27]=[C:28]4[C:32](=[CH:33][CH:34]=3)[NH:31][C:30]([C:35]([OH:37])=[O:36])=[CH:29]4)=[CH:23][CH:24]=2)=[CH:5][C:4]=1[C:40]([F:41])([F:42])[F:43])#[N:2]. (3) Given the reactants FC(F)(F)C(O)=O.[NH2:8][C:9]1[N:14]=[C:13]([O:15][CH2:16][CH2:17][N:18](C)[C:19](=O)OC(C)(C)C)[CH:12]=[C:11]([NH:27][C:28](=[O:36])[C:29]2[CH:34]=[CH:33][CH:32]=[C:31]([Cl:35])[CH:30]=2)[N:10]=1, predict the reaction product. The product is: [NH2:8][C:9]1[N:10]=[C:11]([NH:27][C:28](=[O:36])[C:29]2[CH:34]=[CH:33][CH:32]=[C:31]([Cl:35])[CH:30]=2)[CH:12]=[C:13]([O:15][CH2:16][CH2:17][NH:18][CH3:19])[N:14]=1. (4) Given the reactants [C:1]12([C:11]3[CH:12]=[C:13]([S:19][C:20]4[CH:25]=[CH:24][C:23]([CH2:26][C:27]([O:29]C)=[O:28])=[CH:22][CH:21]=4)[CH:14]=[CH:15][C:16]=3[O:17][CH3:18])[CH2:10][CH:5]3[CH2:6][CH:7]([CH2:9][CH:3]([CH2:4]3)[CH2:2]1)[CH2:8]2.[OH-].[Li+], predict the reaction product. The product is: [C:1]12([C:11]3[CH:12]=[C:13]([S:19][C:20]4[CH:25]=[CH:24][C:23]([CH2:26][C:27]([OH:29])=[O:28])=[CH:22][CH:21]=4)[CH:14]=[CH:15][C:16]=3[O:17][CH3:18])[CH2:2][CH:3]3[CH2:4][CH:5]([CH2:6][CH:7]([CH2:9]3)[CH2:8]1)[CH2:10]2.